Dataset: Catalyst prediction with 721,799 reactions and 888 catalyst types from USPTO. Task: Predict which catalyst facilitates the given reaction. (1) Reactant: C([O:3][C:4](=[O:31])[CH2:5][CH:6]([N:10]1[C:14]2[CH:15]=[CH:16][CH:17]=[CH:18][C:13]=2[N:12]([CH2:19][C:20]2[C:21]3[C:28]([CH3:29])=[CH:27][CH:26]=[CH:25][C:22]=3[S:23][CH:24]=2)[C:11]1=[O:30])[CH2:7][CH2:8][CH3:9])C.[OH-].[Na+].Cl.O. Product: [CH3:29][C:28]1[C:21]2[C:20]([CH2:19][N:12]3[C:13]4[CH:18]=[CH:17][CH:16]=[CH:15][C:14]=4[N:10]([CH:6]([CH2:7][CH2:8][CH3:9])[CH2:5][C:4]([OH:31])=[O:3])[C:11]3=[O:30])=[CH:24][S:23][C:22]=2[CH:25]=[CH:26][CH:27]=1. The catalyst class is: 5. (2) Reactant: [NH2:1][C:2]1[N:3]=[N:4][C:5]([Cl:8])=[CH:6][CH:7]=1.C(N(CC)CC)C.Cl[C:17](=[O:22])[C:18]([O:20][CH3:21])=[O:19].O. Product: [Cl:8][C:5]1[N:4]=[N:3][C:2]([NH:1][C:17](=[O:22])[C:18]([O:20][CH3:21])=[O:19])=[CH:7][CH:6]=1. The catalyst class is: 17. (3) Reactant: [CH3:1][N:2]([CH2:23][CH:24]1[CH2:28][CH2:27][NH:26][CH2:25]1)[S:3]([N:6]1[C:11]2([CH2:13][CH2:12]2)[CH2:10][N:9]([C:14]2[C:15]3[CH:22]=[CH:21][NH:20][C:16]=3[N:17]=[CH:18][N:19]=2)[CH2:8][CH2:7]1)(=[O:5])=[O:4].CCN(C(C)C)C(C)C.[CH2:38]([S:41](Cl)(=[O:43])=[O:42])[CH2:39][CH3:40]. Product: [CH3:1][N:2]([CH2:23][CH:24]1[CH2:28][CH2:27][N:26]([S:41]([CH2:38][CH2:39][CH3:40])(=[O:43])=[O:42])[CH2:25]1)[S:3]([N:6]1[C:11]2([CH2:13][CH2:12]2)[CH2:10][N:9]([C:14]2[C:15]3[CH:22]=[CH:21][NH:20][C:16]=3[N:17]=[CH:18][N:19]=2)[CH2:8][CH2:7]1)(=[O:4])=[O:5]. The catalyst class is: 16. (4) Reactant: [F:1][C:2]([F:35])([F:34])[C:3]1[CH:33]=[CH:32][C:6]([CH:7]=[N:8][N:9]2[CH2:14][CH2:13][N:12]([C:15]([O:17][CH2:18][C@@:19]([OH:31])([CH3:30])[CH2:20][N:21]3[CH:25]=[C:24]([N+:26]([O-:28])=[O:27])[N:23]=[C:22]3Cl)=[O:16])[CH2:11][CH2:10]2)=[CH:5][CH:4]=1.[H-].[Na+]. Product: [F:1][C:2]([F:35])([F:34])[C:3]1[CH:33]=[CH:32][C:6]([CH:7]=[N:8][N:9]2[CH2:14][CH2:13][N:12]([C:15]([O:17][CH2:18][C@:19]3([CH3:30])[O:31][C:22]4=[N:23][C:24]([N+:26]([O-:28])=[O:27])=[CH:25][N:21]4[CH2:20]3)=[O:16])[CH2:11][CH2:10]2)=[CH:5][CH:4]=1. The catalyst class is: 3. (5) Reactant: [NH2:1][C:2]1[C:3](=[O:12])[NH:4][C:5]2[C:10]([CH:11]=1)=[CH:9][CH:8]=[CH:7][CH:6]=2.O1CCOCC1.[OH-].[Na+].[CH2:21]([O:28][C:29](Cl)=[O:30])[C:22]1[CH:27]=[CH:26][CH:25]=[CH:24][CH:23]=1. Product: [CH2:21]([O:28][C:29]([NH:1][C:2]1[C:3](=[O:12])[NH:4][C:5]2[C:10]([CH:11]=1)=[CH:9][CH:8]=[CH:7][CH:6]=2)=[O:30])[C:22]1[CH:27]=[CH:26][CH:25]=[CH:24][CH:23]=1. The catalyst class is: 34. (6) Reactant: [C:1]([NH:9][C:10]1[N:18]=[C:17]([O:19][CH:20]2[CH2:24][CH2:23][CH2:22][CH2:21]2)[N:16]=[C:15]2[C:11]=1[N:12]=[CH:13][N:14]2[C@@H:25]1[O:47][C@H:46]([CH2:48][O:49]C(=O)C2C=CC=CC=2)[C@@H:36]([O:37]C(=O)C2C=CC=CC=2)[C@H:26]1[O:27]C(=O)C1C=CC=CC=1)(=[O:8])[C:2]1[CH:7]=[CH:6][CH:5]=[CH:4][CH:3]=1.[OH-].[Na+]. Product: [C:1]([NH:9][C:10]1[N:18]=[C:17]([O:19][CH:20]2[CH2:24][CH2:23][CH2:22][CH2:21]2)[N:16]=[C:15]2[C:11]=1[N:12]=[CH:13][N:14]2[C@@H:25]1[O:47][C@H:46]([CH2:48][OH:49])[C@@H:36]([OH:37])[C@H:26]1[OH:27])(=[O:8])[C:2]1[CH:7]=[CH:6][CH:5]=[CH:4][CH:3]=1. The catalyst class is: 87. (7) Reactant: CC([Si](C)(C)[O:6][CH2:7][C@@H:8]1[CH2:17][N:16]2[C@H:11]([CH2:12][O:13][CH2:14][CH2:15]2)[CH2:10][N:9]1[CH2:18][C:19]1[CH:24]=[CH:23][CH:22]=[CH:21][CH:20]=1)(C)C.Cl. Product: [C:19]1([CH2:18][N:9]2[C@H:8]([CH2:7][OH:6])[CH2:17][N:16]3[C@H:11]([CH2:12][O:13][CH2:14][CH2:15]3)[CH2:10]2)[CH:20]=[CH:21][CH:22]=[CH:23][CH:24]=1. The catalyst class is: 5.